From a dataset of Full USPTO retrosynthesis dataset with 1.9M reactions from patents (1976-2016). Predict the reactants needed to synthesize the given product. Given the product [F:35][C:2]([F:1])([F:34])[CH2:3][CH2:4][CH2:5][C:6]1[CH:11]=[CH:10][C:9]([C:12]2[CH:17]=[CH:16][C:15]([S:18]([C:21]3([C:27]([OH:29])=[O:28])[CH2:26][CH2:25][O:24][CH2:23][CH2:22]3)(=[O:20])=[O:19])=[CH:14][CH:13]=2)=[CH:8][CH:7]=1, predict the reactants needed to synthesize it. The reactants are: [F:1][C:2]([F:35])([F:34])[CH2:3][CH2:4][CH2:5][C:6]1[CH:11]=[CH:10][C:9]([C:12]2[CH:17]=[CH:16][C:15]([S:18]([C:21]3([C:27]([O:29]C(C)(C)C)=[O:28])[CH2:26][CH2:25][O:24][CH2:23][CH2:22]3)(=[O:20])=[O:19])=[CH:14][CH:13]=2)=[CH:8][CH:7]=1.